Dataset: Full USPTO retrosynthesis dataset with 1.9M reactions from patents (1976-2016). Task: Predict the reactants needed to synthesize the given product. (1) Given the product [CH2:22]([C:23]([S:29]([CH3:32])(=[O:30])=[O:31])([CH2:33][CH2:34][N:16]1[CH:17]=[CH:18][C:13]([C:7]2[CH:8]=[CH:9][CH:10]=[CH:11][CH:12]=2)=[CH:14][C:15]1=[O:19])[C:24]([O:26][CH2:27][CH3:28])=[O:25])[CH3:21], predict the reactants needed to synthesize it. The reactants are: C(=O)([O-])[O-].[Cs+].[Cs+].[C:7]1([C:13]2[CH:18]=[CH:17][N:16]=[C:15]([OH:19])[CH:14]=2)[CH:12]=[CH:11][CH:10]=[CH:9][CH:8]=1.Br[CH2:21][CH2:22][C:23]([CH2:33][CH3:34])([S:29]([CH3:32])(=[O:31])=[O:30])[C:24]([O:26][CH2:27][CH3:28])=[O:25]. (2) Given the product [C:1]12([C:11]3[CH:12]=[C:13]([C:19]4[CH:20]=[C:21]5[C:26](=[CH:27][CH:28]=4)[CH:25]=[C:24]([CH:29]([Cl:35])[C:30]#[N:31])[CH:23]=[CH:22]5)[CH:14]=[CH:15][C:16]=3[O:17][CH3:18])[CH2:10][CH:5]3[CH2:6][CH:7]([CH2:9][CH:3]([CH2:4]3)[CH2:2]1)[CH2:8]2, predict the reactants needed to synthesize it. The reactants are: [C:1]12([C:11]3[CH:12]=[C:13]([C:19]4[CH:20]=[C:21]5[C:26](=[CH:27][CH:28]=4)[CH:25]=[C:24]([CH:29](O)[C:30]#[N:31])[CH:23]=[CH:22]5)[CH:14]=[CH:15][C:16]=3[O:17][CH3:18])[CH2:10][CH:5]3[CH2:6][CH:7]([CH2:9][CH:3]([CH2:4]3)[CH2:2]1)[CH2:8]2.O=S(Cl)[Cl:35]. (3) Given the product [F:46][C:47]1[CH:48]=[C:49]([CH:91]=[CH:92][CH:93]=1)[CH2:50][N:51]1[CH:55]=[C:54]([C:56]2[C:64]3[C:59](=[N:60][CH:61]=[C:62]([C:65]4[CH:66]=[CH:67][C:68]([N:71]5[CH2:72][CH2:73][N:74]([C:77](=[O:80])[CH2:78][OH:79])[CH2:75][CH2:76]5)=[N:69][CH:70]=4)[CH:63]=3)[NH:58][CH:57]=2)[CH:53]=[N:52]1, predict the reactants needed to synthesize it. The reactants are: Cl.FC1C=C(C=CC=1)CN1C=C(C2C3C(=NC=C(C4C=CC(C5CCNCC5)=CC=4)C=3)N(S(C3C=CC(C)=CC=3)(=O)=O)C=2)C=N1.[F:46][C:47]1[CH:48]=[C:49]([CH:91]=[CH:92][CH:93]=1)[CH2:50][N:51]1[CH:55]=[C:54]([C:56]2[C:64]3[C:59](=[N:60][CH:61]=[C:62]([C:65]4[CH:66]=[CH:67][C:68]([N:71]5[CH2:76][CH2:75][N:74]([C:77](=[O:80])[CH2:78][OH:79])[CH2:73][CH2:72]5)=[N:69][CH:70]=4)[CH:63]=3)[N:58](S(C3C=CC(C)=CC=3)(=O)=O)[CH:57]=2)[CH:53]=[N:52]1.[OH-].[Li+]. (4) Given the product [NH2:1][C:2]1[CH:7]=[CH:6][C:5]([Cl:8])=[CH:4][C:3]=1[CH:9]([S:23][CH:22]([CH2:24][C:25]([OH:27])=[O:26])[C:21]([OH:29])=[O:28])[C:11]1[CH:16]=[CH:15][CH:14]=[C:13]([O:17][CH3:18])[C:12]=1[O:19][CH3:20], predict the reactants needed to synthesize it. The reactants are: [NH2:1][C:2]1[CH:7]=[CH:6][C:5]([Cl:8])=[CH:4][C:3]=1[CH:9]([C:11]1[CH:16]=[CH:15][CH:14]=[C:13]([O:17][CH3:18])[C:12]=1[O:19][CH3:20])O.[C:21]([OH:29])(=[O:28])[CH:22]([CH2:24][C:25]([OH:27])=[O:26])[SH:23].[OH-].[Na+].